From a dataset of Full USPTO retrosynthesis dataset with 1.9M reactions from patents (1976-2016). Predict the reactants needed to synthesize the given product. (1) Given the product [OH:1][C:2]1[CH:11]=[CH:10][C:5]2[C:6](=[O:9])/[C:7](=[CH:36]/[C:35]3[C:30]4[C:31](=[N:32][C:27]([CH3:26])=[CH:28][CH:29]=4)[NH:33][CH:34]=3)/[O:8][C:4]=2[C:3]=1[CH2:12][N:13]1[CH2:14][CH2:15][N:16]([C:19]([O:21][C:22]([CH3:25])([CH3:24])[CH3:23])=[O:20])[CH2:17][CH2:18]1, predict the reactants needed to synthesize it. The reactants are: [OH:1][C:2]1[CH:11]=[CH:10][C:5]2[C:6](=[O:9])[CH2:7][O:8][C:4]=2[C:3]=1[CH2:12][N:13]1[CH2:18][CH2:17][N:16]([C:19]([O:21][C:22]([CH3:25])([CH3:24])[CH3:23])=[O:20])[CH2:15][CH2:14]1.[CH3:26][C:27]1[N:32]=[C:31]2[NH:33][CH:34]=[C:35]([CH:36]=O)[C:30]2=[CH:29][CH:28]=1. (2) The reactants are: Br[C:2]1[CH:3]=[CH:4][C:5]([O:8][CH2:9][CH:10]2[CH2:15][CH2:14][N:13]([CH2:16][C:17]3([C:20]([F:23])([F:22])[F:21])[CH2:19][CH2:18]3)[CH2:12][CH2:11]2)=[N:6][CH:7]=1.[CH3:24][O:25][C:26]([C:28]1[CH:33]=[CH:32][C:31](B(O)O)=[CH:30][CH:29]=1)=[O:27].C([O-])([O-])=O.[Cs+].[Cs+].O1CCOCC1. Given the product [F:21][C:20]([F:23])([F:22])[C:17]1([CH2:16][N:13]2[CH2:14][CH2:15][CH:10]([CH2:9][O:8][C:5]3[N:6]=[CH:7][C:2]([C:31]4[CH:32]=[CH:33][C:28]([C:26]([O:25][CH3:24])=[O:27])=[CH:29][CH:30]=4)=[CH:3][CH:4]=3)[CH2:11][CH2:12]2)[CH2:19][CH2:18]1, predict the reactants needed to synthesize it. (3) Given the product [CH2:28]([O:27][C:21]1[CH:22]=[C:23]([N:35]2[CH2:36][CH2:37][CH2:38][N:32]([CH3:31])[CH2:33][CH2:34]2)[CH:24]=[CH:25][C:20]=1[C:19]([NH:18][C:5]1[CH:4]=[CH:3][C:2]([F:1])=[CH:17][C:6]=1[C:7]([NH:9][C:10]1[CH:15]=[CH:14][C:13]([Cl:16])=[CH:12][N:11]=1)=[O:8])=[O:30])[CH3:29], predict the reactants needed to synthesize it. The reactants are: [F:1][C:2]1[CH:3]=[CH:4][C:5]([NH:18][C:19](=[O:30])[C:20]2[CH:25]=[CH:24][C:23](F)=[CH:22][C:21]=2[O:27][CH2:28][CH3:29])=[C:6]([CH:17]=1)[C:7]([NH:9][C:10]1[CH:15]=[CH:14][C:13]([Cl:16])=[CH:12][N:11]=1)=[O:8].[CH3:31][N:32]1[CH2:38][CH2:37][CH2:36][NH:35][CH2:34][CH2:33]1. (4) The reactants are: [CH2:1]([O:4][C:5]1([CH3:48])[CH2:10][CH2:9][N:8]([C:11]2[N:16]3[N:17]=[C:18]([C:20]4[S:21][C:22]([CH2:25][C:26]5[CH:31]=[CH:30][CH:29]=[C:28]([CH2:32][CH2:33][CH:34]=C)[CH:27]=5)=[CH:23][N:24]=4)[CH:19]=[C:15]3[N:14]=[C:13]([CH3:36])[C:12]=2[C@H:37]([O:43][C:44]([CH3:47])([CH3:46])[CH3:45])[C:38]([O:40][CH2:41][CH3:42])=[O:39])[CH2:7][CH2:6]1)[CH:2]=C. Given the product [C:44]([O:43][C@@H:37]([C:12]1[C:13]([CH3:36])=[N:14][C:15]2=[CH:19][C:18]3=[N:17][N:16]2[C:11]=1[N:8]1[CH2:9][CH2:10][C:5]([CH3:48])([O:4][CH2:1][CH:2]=[CH:34][CH2:33][CH2:32][C:28]2[CH:27]=[C:26]([CH2:25][C:22]4[S:21][C:20]3=[N:24][CH:23]=4)[CH:31]=[CH:30][CH:29]=2)[CH2:6][CH2:7]1)[C:38]([O:40][CH2:41][CH3:42])=[O:39])([CH3:45])([CH3:47])[CH3:46], predict the reactants needed to synthesize it. (5) Given the product [Br:8][C:6]1[CH:5]=[CH:4][C:3]([N+:9]([O-:11])=[O:10])=[C:2]([NH:14][CH2:12][CH3:13])[CH:7]=1, predict the reactants needed to synthesize it. The reactants are: Br[C:2]1[CH:7]=[C:6]([Br:8])[CH:5]=[CH:4][C:3]=1[N+:9]([O-:11])=[O:10].[CH2:12]([NH2:14])[CH3:13]. (6) Given the product [OH:6][C:7]1[C:8]([CH:17]2[C:26]3[C:21](=[CH:22][CH:23]=[CH:24][CH:25]=3)[CH2:20][CH2:19][NH:18]2)=[C:9]2[C:14](=[CH:15][CH:16]=1)[CH:13]=[C:12]([C:47]([C:38]1[CH:39]=[CH:40][CH:41]=[CH:42][CH:43]=1)=[O:48])[CH:11]=[CH:10]2, predict the reactants needed to synthesize it. The reactants are: FC(F)(F)S([O:6][C:7]1[CH:16]=[CH:15][C:14]2[C:9](=[CH:10][CH:11]=[CH:12][CH:13]=2)[C:8]=1[CH:17]1[C:26]2[C:21](=[CH:22][CH:23]=[CH:24][CH:25]=2)[CH2:20][CH2:19][N:18]1C)(=O)=O.ClP([C:38]1[CH:43]=[CH:42][CH:41]=[CH:40][CH:39]=1)[C:38]1[CH:43]=[CH:42][CH:41]=[CH:40][CH:39]=1.CN([CH:47]=[O:48])C. (7) Given the product [C:1]1([C:21]2[CH:22]=[CH:23][CH:24]=[CH:25][CH:26]=2)[CH:2]=[CH:3][C:4]([C:7]([O:9][C@@H:10]2[CH2:18][C@@H:13]3[O:14][C:15](=[O:17])[CH2:16][C@@H:12]3[C@H:11]2/[CH:19]=[CH:35]/[C:34]([C:33]2[S:29][C:30]3[CH:48]=[CH:47][CH:46]=[CH:45][C:31]=3[CH:32]=2)=[O:44])=[O:8])=[CH:5][CH:6]=1, predict the reactants needed to synthesize it. The reactants are: [C:1]1([C:21]2[CH:26]=[CH:25][CH:24]=[CH:23][CH:22]=2)[CH:6]=[CH:5][C:4]([C:7]([O:9][C@@H:10]2[CH2:18][C@@H:13]3[O:14][C:15](=[O:17])[CH2:16][C@@H:12]3[C@H:11]2[CH:19]=O)=[O:8])=[CH:3][CH:2]=1.[Cl-].[Li+].[S:29]1[CH:33]([C:34](=[O:44])[CH2:35]P(=O)(OCC)OCC)[CH:32]=[C:31]2[CH:45]=[CH:46][CH:47]=[CH:48][CH:30]12.